Dataset: NCI-60 drug combinations with 297,098 pairs across 59 cell lines. Task: Regression. Given two drug SMILES strings and cell line genomic features, predict the synergy score measuring deviation from expected non-interaction effect. (1) Drug 1: CCC1(CC2CC(C3=C(CCN(C2)C1)C4=CC=CC=C4N3)(C5=C(C=C6C(=C5)C78CCN9C7C(C=CC9)(C(C(C8N6C)(C(=O)OC)O)OC(=O)C)CC)OC)C(=O)OC)O.OS(=O)(=O)O. Drug 2: C1=CC=C(C(=C1)C(C2=CC=C(C=C2)Cl)C(Cl)Cl)Cl. Cell line: SW-620. Synergy scores: CSS=-3.27, Synergy_ZIP=1.49, Synergy_Bliss=-0.721, Synergy_Loewe=-3.93, Synergy_HSA=-4.06. (2) Drug 1: CCC1(CC2CC(C3=C(CCN(C2)C1)C4=CC=CC=C4N3)(C5=C(C=C6C(=C5)C78CCN9C7C(C=CC9)(C(C(C8N6C=O)(C(=O)OC)O)OC(=O)C)CC)OC)C(=O)OC)O.OS(=O)(=O)O. Drug 2: CC1CCCC2(C(O2)CC(NC(=O)CC(C(C(=O)C(C1O)C)(C)C)O)C(=CC3=CSC(=N3)C)C)C. Cell line: CAKI-1. Synergy scores: CSS=28.2, Synergy_ZIP=-1.13, Synergy_Bliss=-1.91, Synergy_Loewe=-8.03, Synergy_HSA=-0.950. (3) Drug 1: CC1=C2C(C(=O)C3(C(CC4C(C3C(C(C2(C)C)(CC1OC(=O)C(C(C5=CC=CC=C5)NC(=O)C6=CC=CC=C6)O)O)OC(=O)C7=CC=CC=C7)(CO4)OC(=O)C)O)C)OC(=O)C. Drug 2: CCN(CC)CCCC(C)NC1=C2C=C(C=CC2=NC3=C1C=CC(=C3)Cl)OC. Cell line: 786-0. Synergy scores: CSS=22.7, Synergy_ZIP=-5.51, Synergy_Bliss=1.49, Synergy_Loewe=2.82, Synergy_HSA=2.77. (4) Drug 1: CNC(=O)C1=CC=CC=C1SC2=CC3=C(C=C2)C(=NN3)C=CC4=CC=CC=N4. Drug 2: CC1=CC=C(C=C1)C2=CC(=NN2C3=CC=C(C=C3)S(=O)(=O)N)C(F)(F)F. Cell line: HOP-62. Synergy scores: CSS=4.95, Synergy_ZIP=2.00, Synergy_Bliss=6.15, Synergy_Loewe=3.20, Synergy_HSA=3.30. (5) Drug 1: C1CN1P(=S)(N2CC2)N3CC3. Drug 2: C(CN)CNCCSP(=O)(O)O. Cell line: HS 578T. Synergy scores: CSS=12.8, Synergy_ZIP=2.76, Synergy_Bliss=1.82, Synergy_Loewe=-9.87, Synergy_HSA=1.79. (6) Drug 1: CC1=C(C=C(C=C1)NC2=NC=CC(=N2)N(C)C3=CC4=NN(C(=C4C=C3)C)C)S(=O)(=O)N.Cl. Drug 2: CC1C(C(CC(O1)OC2CC(CC3=C2C(=C4C(=C3O)C(=O)C5=C(C4=O)C(=CC=C5)OC)O)(C(=O)C)O)N)O.Cl. Cell line: UACC-257. Synergy scores: CSS=6.25, Synergy_ZIP=0.291, Synergy_Bliss=6.43, Synergy_Loewe=1.65, Synergy_HSA=4.03. (7) Drug 1: CCC(=C(C1=CC=CC=C1)C2=CC=C(C=C2)OCCN(C)C)C3=CC=CC=C3.C(C(=O)O)C(CC(=O)O)(C(=O)O)O. Drug 2: CNC(=O)C1=NC=CC(=C1)OC2=CC=C(C=C2)NC(=O)NC3=CC(=C(C=C3)Cl)C(F)(F)F. Cell line: LOX IMVI. Synergy scores: CSS=4.42, Synergy_ZIP=1.05, Synergy_Bliss=2.95, Synergy_Loewe=-2.62, Synergy_HSA=-2.53. (8) Drug 1: CC1=C(N=C(N=C1N)C(CC(=O)N)NCC(C(=O)N)N)C(=O)NC(C(C2=CN=CN2)OC3C(C(C(C(O3)CO)O)O)OC4C(C(C(C(O4)CO)O)OC(=O)N)O)C(=O)NC(C)C(C(C)C(=O)NC(C(C)O)C(=O)NCCC5=NC(=CS5)C6=NC(=CS6)C(=O)NCCC[S+](C)C)O. Drug 2: CC(C)(C#N)C1=CC(=CC(=C1)CN2C=NC=N2)C(C)(C)C#N. Cell line: SK-MEL-28. Synergy scores: CSS=1.89, Synergy_ZIP=-3.45, Synergy_Bliss=-4.97, Synergy_Loewe=-3.75, Synergy_HSA=-3.29. (9) Cell line: UO-31. Drug 2: CC1C(C(CC(O1)OC2CC(CC3=C2C(=C4C(=C3O)C(=O)C5=C(C4=O)C(=CC=C5)OC)O)(C(=O)C)O)N)O.Cl. Drug 1: C1CN1C2=NC(=NC(=N2)N3CC3)N4CC4. Synergy scores: CSS=29.9, Synergy_ZIP=-10.6, Synergy_Bliss=2.63, Synergy_Loewe=4.23, Synergy_HSA=5.46. (10) Drug 1: CCCCC(=O)OCC(=O)C1(CC(C2=C(C1)C(=C3C(=C2O)C(=O)C4=C(C3=O)C=CC=C4OC)O)OC5CC(C(C(O5)C)O)NC(=O)C(F)(F)F)O. Drug 2: CC(C)CN1C=NC2=C1C3=CC=CC=C3N=C2N. Cell line: HCT116. Synergy scores: CSS=32.2, Synergy_ZIP=-2.95, Synergy_Bliss=-8.12, Synergy_Loewe=-9.18, Synergy_HSA=-8.36.